Dataset: Reaction yield outcomes from USPTO patents with 853,638 reactions. Task: Predict the reaction yield, written as a fraction of the theoretical maximum amount of product (1.0 means a 100% yield; for example, 0.34 means a 34% yield). (1) The reactants are [OH-].[Na+].C[O:4][C:5](=[O:25])[CH2:6][CH2:7][CH2:8][CH2:9][CH2:10][CH2:11][C:12]1[O:16][N:15]=[C:14]([C:17]2[CH:22]=[CH:21][CH:20]=[CH:19][C:18]=2[O:23][CH3:24])[CH:13]=1. The catalyst is CO. The product is [CH3:24][O:23][C:18]1[CH:19]=[CH:20][CH:21]=[CH:22][C:17]=1[C:14]1[CH:13]=[C:12]([CH2:11][CH2:10][CH2:9][CH2:8][CH2:7][CH2:6][C:5]([OH:25])=[O:4])[O:16][N:15]=1. The yield is 0.980. (2) The catalyst is CN(C=O)C.CO. The yield is 0.360. The reactants are [C:1]([C:4]1[CH:9]=[CH:8][C:7]([S:10]([NH:13][CH2:14][C:15]([OH:17])=[O:16])(=[O:12])=[O:11])=[CH:6][CH:5]=1)(=[O:3])[CH3:2].C[O-].[Li+].[NH2:21][C:22]1[CH:27]=[CH:26][CH:25]=[CH:24][C:23]=1[C:28]#[C:29][C:30]1[C:31]([O:40][CH3:41])=[CH:32][C:33]([O:38][CH3:39])=[C:34]([CH:37]=1)[CH:35]=O. The product is [NH2:21][C:22]1[CH:27]=[CH:26][CH:25]=[CH:24][C:23]=1[C:28]#[C:29][C:30]1[C:31]([O:40][CH3:41])=[CH:32][C:33]([O:38][CH3:39])=[C:34](/[CH:35]=[CH:2]/[C:1]([C:4]2[CH:9]=[CH:8][C:7]([S:10]([NH:13][CH2:14][C:15]([OH:17])=[O:16])(=[O:12])=[O:11])=[CH:6][CH:5]=2)=[O:3])[CH:37]=1. (3) The reactants are [C:1]([CH2:3][C:4]([NH:6][C:7]1[CH:12]=[CH:11][CH:10]=[CH:9][CH:8]=1)=[O:5])#[N:2].C([Sn]([N:26]=[N+:27]=[N-:28])(CCCC)CCCC)CCC.Cl. The catalyst is C1(C)C=CC=CC=1.CCOCC. The product is [NH:26]1[C:1]([CH2:3][C:4]([NH:6][C:7]2[CH:12]=[CH:11][CH:10]=[CH:9][CH:8]=2)=[O:5])=[N:2][N:28]=[N:27]1. The yield is 0.900. (4) The reactants are O=P(Cl)(Cl)[Cl:3].[CH2:6]([O:13][C:14]1[C:23]2[C:18](=[C:19]([CH3:26])[C:20]([O:24][CH3:25])=[CH:21][CH:22]=2)[N+:17]([O-])=[CH:16][CH:15]=1)[C:7]1[CH:12]=[CH:11][CH:10]=[CH:9][CH:8]=1. No catalyst specified. The product is [CH2:6]([O:13][C:14]1[C:23]2[C:18](=[C:19]([CH3:26])[C:20]([O:24][CH3:25])=[CH:21][CH:22]=2)[N:17]=[C:16]([Cl:3])[CH:15]=1)[C:7]1[CH:12]=[CH:11][CH:10]=[CH:9][CH:8]=1. The yield is 0.904. (5) The reactants are [Se](=O)=O.[C:4]([NH:8][C:9]([C:11]1[N:15]=[C:14]([C:16]2[CH:21]=[N:20][C:19](C)=[CH:18][N:17]=2)[N:13]([C:23]2[CH:24]=[N:25][C:26]([O:29][CH3:30])=[CH:27][CH:28]=2)[N:12]=1)=[O:10])([CH3:7])([CH3:6])[CH3:5].C1(P([N:45]=[N+]=[N-])(C2C=CC=CC=2)=O)C=CC=CC=1.FC(F)(F)C(O)=O.C(=O)([O-])O.[Na+]. The catalyst is N1C=CC=CC=1.O1CCOCC1.ClCCl.C(Cl)(Cl)Cl.CO.C(OCC)(=O)C.O.C(O)(C)(C)C.C(N(CC)CC)C. The product is [C:4]([NH:8][C:9]([C:11]1[N:15]=[C:14]([C:16]2[CH:21]=[N:20][C:19]([NH2:45])=[CH:18][N:17]=2)[N:13]([C:23]2[CH:24]=[N:25][C:26]([O:29][CH3:30])=[CH:27][CH:28]=2)[N:12]=1)=[O:10])([CH3:5])([CH3:7])[CH3:6]. The yield is 0.200. (6) The reactants are [H-].[H-].[H-].[H-].[Li+].[Al+3].[F:7][C:8]([F:37])([C:30]1[CH:35]=[CH:34][C:33]([F:36])=[CH:32][CH:31]=1)[C:9]1[N:18]=[C:17]([NH:19][C:20]2[CH:24]=[C:23]([CH3:25])[NH:22][N:21]=2)[C:16]2[C:11](=[CH:12][C:13]([C:26](OC)=[O:27])=[CH:14][CH:15]=2)[N:10]=1.O.[OH-].[Na+]. The catalyst is C1COCC1. The product is [F:37][C:8]([F:7])([C:30]1[CH:31]=[CH:32][C:33]([F:36])=[CH:34][CH:35]=1)[C:9]1[N:18]=[C:17]([NH:19][C:20]2[CH:24]=[C:23]([CH3:25])[NH:22][N:21]=2)[C:16]2[C:11](=[CH:12][C:13]([CH2:26][OH:27])=[CH:14][CH:15]=2)[N:10]=1. The yield is 0.820.